This data is from Forward reaction prediction with 1.9M reactions from USPTO patents (1976-2016). The task is: Predict the product of the given reaction. (1) The product is: [Cl:43][C:44]1[N:48]2[CH:49]=[C:50]([C:57]3[CH:61]=[CH:60][O:59][CH:58]=3)[CH:51]=[C:52]([C:53]([F:56])([F:55])[F:54])[C:47]2=[N:46][C:45]=1[C:14]([N:4]1[CH2:5][CH2:6][CH:7]([N:8]2[CH2:12][CH2:11][O:10][C:9]2=[O:13])[C:2]([CH3:1])([CH3:21])[CH2:3]1)=[O:16]. Given the reactants [CH3:1][C:2]1([CH3:21])[CH:7]([N:8]2[CH2:12][CH2:11][O:10][C:9]2=[O:13])[CH2:6][CH2:5][N:4]([C:14]([O:16]C(C)(C)C)=O)[CH2:3]1.C(O)(C(F)(F)F)=O.CC1(C)C(N2CCOC2=O)CCNC1.[Cl:43][C:44]1[N:48]2[CH:49]=[C:50]([C:57]3[CH:61]=[CH:60][O:59][CH:58]=3)[CH:51]=[C:52]([C:53]([F:56])([F:55])[F:54])[C:47]2=[N:46][C:45]=1C(O)=O.CN(C(ON1N=NC2C=CC=NC1=2)=[N+](C)C)C.F[P-](F)(F)(F)(F)F.CCN(C(C)C)C(C)C, predict the reaction product. (2) The product is: [CH2:19]1[C:15]2([CH2:30][CH2:31][N:12]([CH2:11][CH2:10][CH2:9][NH:8][C:6](=[O:7])[O:5][C:1]([CH3:3])([CH3:2])[CH3:4])[CH2:13][CH2:14]2)[CH2:16][CH2:17][NH:18]1. Given the reactants [C:1]([O:5][C:6]([NH:8][CH2:9][CH2:10][CH2:11][N:12]1[CH2:31][CH2:30][C:15]2([CH2:19][N:18](C(OCC3C=CC=CC=3)=O)[CH2:17][CH2:16]2)[CH2:14][CH2:13]1)=[O:7])([CH3:4])([CH3:3])[CH3:2], predict the reaction product. (3) Given the reactants [CH3:1][C:2]1[CH2:7][C@@H:6]([C:8]2[CH:13]=[CH:12][C:11]([OH:14])=[CH:10][C:9]=2[OH:15])[C@H:5]([C:16]([C:18]2[CH:23]=[CH:22][C:21]([OH:24])=[CH:20][C:19]=2[OH:25])=[O:17])[C@@H:4]([C:26]2[C:31]3[O:32][C:33]([C:42]4[CH:47]=[CH:46][C:45]([OH:48])=[CH:44][C:43]=4[OH:49])=[C:34]([CH2:37][CH:38]=[C:39]([CH3:41])[CH3:40])[C:35](=[O:36])[C:30]=3[C:29]([OH:50])=[CH:28][C:27]=2[OH:51])[CH:3]=1.[CH3:52][C:53]1[CH2:58][CH:57]([C:59]2[CH:64]=[CH:63][C:62]([OH:65])=[CH:61][C:60]=2[OH:66])[C@H:56]([C:67]([C:69]2[CH:74]=[CH:73][C:72]([OH:75])=[C:71]([CH2:76][CH:77]=[C:78]([CH3:80])[CH3:79])[C:70]=2[OH:81])=[O:68])[C@@H:55]([C:82]2[C:87]3[O:88][C:89]([C:98]4[CH:103]=[CH:102][C:101]([OH:104])=[CH:100][C:99]=4[OH:105])=[C:90]([CH2:93][CH:94]=[C:95]([CH3:97])[CH3:96])[C:91](=[O:92])[C:86]=3[C:85]([OH:106])=[CH:84][C:83]=2[OH:107])[CH:54]=1, predict the reaction product. The product is: [CH3:1][C:2]1[CH2:7][C@@H:6]([C:8]2[CH:13]=[CH:12][C:11]([OH:14])=[CH:10][C:9]=2[OH:15])[C@H:5]([C:16]([C:18]2[CH:23]=[CH:22][C:21]([OH:24])=[CH:20][C:19]=2[OH:25])=[O:17])[C@@H:4]([C:26]2[C:31]3[O:32][C:33]([C:42]4[CH:47]=[CH:46][C:45]([OH:48])=[CH:44][C:43]=4[OH:49])=[C:34]([CH2:37][CH:38]=[C:39]([CH3:40])[CH3:41])[C:35](=[O:36])[C:30]=3[C:29]([OH:50])=[CH:28][C:27]=2[OH:51])[CH:3]=1.[CH3:52][C:53]1[CH2:58][CH:57]([C:59]2[CH:64]=[CH:63][C:62]([OH:65])=[CH:61][C:60]=2[OH:66])[C@H:56]([C:67]([C:69]2[CH:74]=[CH:73][C:72]([OH:75])=[C:71]([CH2:76][CH:77]=[C:78]([CH3:79])[CH3:80])[C:70]=2[OH:81])=[O:68])[C@@H:55]([C:82]2[C:87]3[O:88][C:89]([C:98]4[CH:103]=[CH:102][C:101]([OH:104])=[CH:100][C:99]=4[OH:105])=[C:90]([CH2:93][CH:94]=[C:95]([CH3:96])[CH3:97])[C:91](=[O:92])[C:86]=3[C:85]([OH:106])=[CH:84][C:83]=2[OH:107])[CH:54]=1.[C:26]1([CH:4]=[CH:5][C:16]([C:18]2[CH:23]=[CH:22][CH:21]=[CH:20][CH:19]=2)=[O:17])[CH:27]=[CH:28][CH:29]=[CH:30][CH:31]=1.[CH2:6]([C:8]1[CH:13]=[CH:12][CH:11]=[CH:10][C:9]=1[OH:15])[CH:5]=[C:4]([CH3:26])[CH3:3]. (4) Given the reactants [N:1]1([S:10]([C:13]2[CH:14]=[N:15][C:16]3[C:21]([CH:22]=2)=[CH:20][CH:19]=[CH:18][C:17]=3[N:23]2[CH2:28][CH2:27][N:26](C(OC(C)(C)C)=O)[CH2:25][CH2:24]2)(=[O:12])=[O:11])[C:9]2[C:4](=[CH:5][CH:6]=[CH:7][CH:8]=2)[CH2:3][CH2:2]1.[ClH:36], predict the reaction product. The product is: [ClH:36].[N:1]1([S:10]([C:13]2[CH:14]=[N:15][C:16]3[C:21]([CH:22]=2)=[CH:20][CH:19]=[CH:18][C:17]=3[N:23]2[CH2:24][CH2:25][NH:26][CH2:27][CH2:28]2)(=[O:12])=[O:11])[C:9]2[C:4](=[CH:5][CH:6]=[CH:7][CH:8]=2)[CH2:3][CH2:2]1. (5) Given the reactants [NH2:1][C:2]([C:4]1([C:7]([OH:9])=O)[CH2:6][CH2:5]1)=[O:3].[F:10][C:11]1[CH:12]=[C:13]([CH:23]=[CH:24][CH:25]=1)[CH2:14][O:15][C:16]1[CH:21]=[CH:20][C:19]([NH2:22])=[CH:18][CH:17]=1.Cl.CN(C)CCCN=C=NCC, predict the reaction product. The product is: [F:10][C:11]1[CH:12]=[C:13]([CH:23]=[CH:24][CH:25]=1)[CH2:14][O:15][C:16]1[CH:21]=[CH:20][C:19]([NH:22][C:7]([C:4]2([C:2]([NH2:1])=[O:3])[CH2:5][CH2:6]2)=[O:9])=[CH:18][CH:17]=1. (6) Given the reactants [Br:1][CH2:2][C:3]1[CH:10]=[CH:9][C:6]([CH:7]=O)=[CH:5][CH:4]=1.S(C1C=CC(C)=CC=1)(O)(=O)=O.[CH:22]1([O:27][C:28](=[O:35])[C@H:29]([CH2:31][CH:32]([CH3:34])[CH3:33])[NH2:30])[CH2:26][CH2:25][CH2:24][CH2:23]1.C(O[BH-](OC(=O)C)OC(=O)C)(=O)C.[Na+].C(OCC)(=O)C, predict the reaction product. The product is: [Br:1][CH2:2][C:3]1[CH:10]=[CH:9][C:6]([CH2:7][NH:30][C@H:29]([C:28]([O:27][CH:22]2[CH2:23][CH2:24][CH2:25][CH2:26]2)=[O:35])[CH2:31][CH:32]([CH3:34])[CH3:33])=[CH:5][CH:4]=1. (7) The product is: [CH3:1][O:2][C:3]1[CH:11]=[CH:10][C:6]([CH2:7][C:21]([C:20]2[CH:19]=[CH:18][CH:17]=[CH:16][C:15]=2[C:14]([NH:13][CH3:12])=[O:23])=[O:22])=[CH:5][CH:4]=1. Given the reactants [CH3:1][O:2][C:3]1[CH:11]=[CH:10][C:6]([CH2:7][Mg]Cl)=[CH:5][CH:4]=1.[CH3:12][N:13]1[C:21](=[O:22])[C:20]2[C:15](=[CH:16][CH:17]=[CH:18][CH:19]=2)[C:14]1=[O:23], predict the reaction product. (8) Given the reactants C[N:2]1[CH2:11][CH2:10][C:9]2([C:12]3[CH:17]=[CH:16][CH:15]=[C:14]([O:18][CH3:19])[CH:13]=3)[C:4]([CH3:20])([CH2:5][CH2:6][CH2:7][CH2:8]2)[CH2:3]1.ClC([O-])=O, predict the reaction product. The product is: [CH3:19][O:18][C:14]1[CH:13]=[C:12]([C:9]23[CH2:8][CH2:7][CH2:6][CH2:5][C:4]2([CH3:20])[CH2:3][NH:2][CH2:11][CH2:10]3)[CH:17]=[CH:16][CH:15]=1.